Dataset: Full USPTO retrosynthesis dataset with 1.9M reactions from patents (1976-2016). Task: Predict the reactants needed to synthesize the given product. (1) The reactants are: [Cl:1][C:2]1[CH:7]=[CH:6][C:5]([S:8]([NH:11][C:12]2[CH:13]=[CH:14][CH:15]=[C:16]3[C:21]=2[N:20]=[CH:19][CH:18]=[C:17]3[C:22]([F:25])([F:24])[F:23])(=[O:10])=[O:9])=[C:4]([N+:26]([O-])=O)[CH:3]=1.Cl[Sn]Cl. Given the product [NH2:26][C:4]1[CH:3]=[C:2]([Cl:1])[CH:7]=[CH:6][C:5]=1[S:8]([NH:11][C:12]1[CH:13]=[CH:14][CH:15]=[C:16]2[C:21]=1[N:20]=[CH:19][CH:18]=[C:17]2[C:22]([F:24])([F:25])[F:23])(=[O:9])=[O:10], predict the reactants needed to synthesize it. (2) The reactants are: [CH3:1][O:2][C:3]1[CH:8]=[C:7]([CH3:9])[C:6]([S:10]([N:13]([CH3:35])[CH2:14][CH2:15][O:16][CH2:17][C:18]([N:20]([CH3:34])[C@@H:21]2[CH2:26][CH2:25][CH2:24][C@H:23]([N:27]3[CH2:32][CH2:31][N:30]([CH3:33])[CH2:29][CH2:28]3)[CH2:22]2)=[O:19])(=[O:12])=[O:11])=[C:5]([CH3:36])[CH:4]=1.[ClH:37].C(O)(C)C. Given the product [ClH:37].[ClH:37].[CH3:1][O:2][C:3]1[CH:8]=[C:7]([CH3:9])[C:6]([S:10]([N:13]([CH3:35])[CH2:14][CH2:15][O:16][CH2:17][C:18]([N:20]([CH3:34])[C@@H:21]2[CH2:26][CH2:25][CH2:24][C@H:23]([N:27]3[CH2:28][CH2:29][N:30]([CH3:33])[CH2:31][CH2:32]3)[CH2:22]2)=[O:19])(=[O:12])=[O:11])=[C:5]([CH3:36])[CH:4]=1, predict the reactants needed to synthesize it. (3) Given the product [Br:1][CH2:18][C:17]([C:5]1[CH:6]=[C:7]([C:10]2[CH:11]=[CH:12][C:13]([Cl:16])=[CH:14][CH:15]=2)[CH:8]=[CH:9][C:4]=1[Cl:3])=[O:19], predict the reactants needed to synthesize it. The reactants are: [Br:1]Br.[Cl:3][C:4]1[CH:9]=[CH:8][C:7]([C:10]2[CH:15]=[CH:14][C:13]([Cl:16])=[CH:12][CH:11]=2)=[CH:6][C:5]=1[C:17](=[O:19])[CH3:18].[O-]S([O-])=O.[Na+].[Na+].